From a dataset of Full USPTO retrosynthesis dataset with 1.9M reactions from patents (1976-2016). Predict the reactants needed to synthesize the given product. (1) Given the product [Cl:25][C:26]1[CH:27]=[CH:28][C:29]([S:32][C:33]2[C:41]3[C:36](=[CH:37][CH:38]=[CH:39][C:40]=3[CH3:42])[NH:35][C:34]=2[C:43]([O:45][CH:2]([CH3:3])[CH3:7])=[O:44])=[CH:30][CH:31]=1, predict the reactants needed to synthesize it. The reactants are: Cl[C:2]1[CH:3]=C(SC2C3C(=CC(C)=CC=3)NC=2CCC(N)=O)C=C(Cl)[CH:7]=1.[Cl:25][C:26]1[CH:31]=[CH:30][C:29]([S:32][C:33]2[C:41]3[C:36](=[CH:37][CH:38]=[CH:39][C:40]=3[CH3:42])[NH:35][C:34]=2[C:43]([OH:45])=[O:44])=[CH:28][CH:27]=1.C(Cl)(=O)C(Cl)=O.CC(O)C. (2) Given the product [CH3:20][O:21][C:22]1[CH:23]=[C:24]([NH:25][C:2]2[CH:3]=[CH:4][C:5]3[CH2:6][N:7]([CH3:19])[CH2:8][C@@H:9]([C:13]4[CH:18]=[CH:17][CH:16]=[CH:15][CH:14]=4)[O:10][C:11]=3[N:12]=2)[CH:26]=[CH:27][C:28]=1[N:29]1[CH:33]=[N:32][C:31]([CH3:34])=[N:30]1, predict the reactants needed to synthesize it. The reactants are: Cl[C:2]1[CH:3]=[CH:4][C:5]2[CH2:6][N:7]([CH3:19])[CH2:8][C@@H:9]([C:13]3[CH:18]=[CH:17][CH:16]=[CH:15][CH:14]=3)[O:10][C:11]=2[N:12]=1.[CH3:20][O:21][C:22]1[CH:23]=[C:24]([CH:26]=[CH:27][C:28]=1[N:29]1[CH:33]=[N:32][C:31]([CH3:34])=[N:30]1)[NH2:25].C1(P(C2CCCCC2)C2C=CC=CC=2C2C=CC=CC=2)CCCCC1.C(=O)([O-])[O-].[Cs+].[Cs+]. (3) Given the product [OH:2][C:3]1[CH:4]=[CH:5][C:6]([C:7]([C:9]2[CH:14]=[CH:13][CH:12]=[C:11]([C:15](=[O:24])[C:16]3[CH:21]=[CH:20][C:19]([OH:22])=[CH:18][CH:17]=3)[CH:10]=2)=[O:8])=[CH:25][CH:26]=1, predict the reactants needed to synthesize it. The reactants are: C[O:2][C:3]1[CH:26]=[CH:25][C:6]([C:7]([C:9]2[CH:14]=[CH:13][CH:12]=[C:11]([C:15](=[O:24])[C:16]3[CH:21]=[CH:20][C:19]([O:22]C)=[CH:18][CH:17]=3)[CH:10]=2)=[O:8])=[CH:5][CH:4]=1.CSC.B(F)(F)F. (4) Given the product [C:23]([NH:22][CH:10]([C:11]1[C:16]([Cl:17])=[CH:15][C:14]([C:18]([F:19])([F:20])[F:21])=[CH:13][N:12]=1)[CH2:9][NH:8][C:32]([C:28]1[S:29][CH:30]=[CH:31][C:27]=1[I:26])=[O:33])(=[O:25])[CH3:24], predict the reactants needed to synthesize it. The reactants are: FC(F)(F)C(O)=O.[NH2:8][CH2:9][CH:10]([NH:22][C:23](=[O:25])[CH3:24])[C:11]1[C:16]([Cl:17])=[CH:15][C:14]([C:18]([F:21])([F:20])[F:19])=[CH:13][N:12]=1.[I:26][C:27]1[CH:31]=[CH:30][S:29][C:28]=1[C:32](O)=[O:33].O.[Cl-].COC1N=C(OC)N=C([N+]2(C)CCOCC2)N=1.C(N(CC)CC)C. (5) Given the product [CH3:1][O:2][C:3]([C:5]1[N:10]=[CH:9][C:8]2[C:11]([C:27]3[CH:28]=[CH:29][C:24]([F:23])=[CH:25][CH:26]=3)=[C:12]([C:14]3[CH:19]=[CH:18][C:17]([F:20])=[CH:16][CH:15]=3)[S:13][C:7]=2[C:6]=1[OH:22])=[O:4], predict the reactants needed to synthesize it. The reactants are: [CH3:1][O:2][C:3]([C:5]1[N:10]=[CH:9][C:8]2[C:11](Br)=[C:12]([C:14]3[CH:19]=[CH:18][C:17]([F:20])=[CH:16][CH:15]=3)[S:13][C:7]=2[C:6]=1[OH:22])=[O:4].[F:23][C:24]1[CH:29]=[CH:28][C:27](B(O)O)=[CH:26][CH:25]=1.C[O-].[Na+]. (6) Given the product [C:20]([C:24]1[CH:29]=[CH:28][C:27]([NH:30][C:13](=[O:15])[C:12]2[CH:11]=[CH:10][C:9]([C:4]3[C:3]([C:2]([F:1])([F:19])[F:18])=[CH:8][CH:7]=[CH:6][N:5]=3)=[CH:17][CH:16]=2)=[CH:26][C:25]=1[O:31][CH2:32][CH2:33][O:34][Si:35]([C:38]([CH3:41])([CH3:40])[CH3:39])([CH3:36])[CH3:37])([CH3:23])([CH3:21])[CH3:22], predict the reactants needed to synthesize it. The reactants are: [F:1][C:2]([F:19])([F:18])[C:3]1[C:4]([C:9]2[CH:17]=[CH:16][C:12]([C:13]([OH:15])=O)=[CH:11][CH:10]=2)=[N:5][CH:6]=[CH:7][CH:8]=1.[C:20]([C:24]1[CH:29]=[CH:28][C:27]([NH2:30])=[CH:26][C:25]=1[O:31][CH2:32][CH2:33][O:34][Si:35]([C:38]([CH3:41])([CH3:40])[CH3:39])([CH3:37])[CH3:36])([CH3:23])([CH3:22])[CH3:21].C(N(CC)CC)C.F[P-](F)(F)(F)(F)F.N1(O[P+](N(C)C)(N(C)C)N(C)C)C2C=CC=CC=2N=N1. (7) Given the product [C:1]([C:3]1[CH:4]=[CH:5][C:6]([O:26][CH3:27])=[C:7]([C:9]2[C:13]([NH:14][C:15]([C:17]3[CH:18]=[N:19][N:20]4[CH:25]=[CH:24][CH:23]=[N:22][C:21]=34)=[O:16])=[CH:12][N:11]([CH2:29][C:30]3[N:34]([CH3:35])[N:33]=[CH:32][CH:31]=3)[N:10]=2)[CH:8]=1)#[N:2], predict the reactants needed to synthesize it. The reactants are: [C:1]([C:3]1[CH:4]=[CH:5][C:6]([O:26][CH3:27])=[C:7]([C:9]2[C:13]([NH:14][C:15]([C:17]3[CH:18]=[N:19][N:20]4[CH:25]=[CH:24][CH:23]=[N:22][C:21]=34)=[O:16])=[CH:12][NH:11][N:10]=2)[CH:8]=1)#[N:2].Cl[CH2:29][C:30]1[N:34]([CH3:35])[N:33]=[CH:32][CH:31]=1.C(=O)([O-])[O-].[Cs+].[Cs+].